From a dataset of Catalyst prediction with 721,799 reactions and 888 catalyst types from USPTO. Predict which catalyst facilitates the given reaction. Reactant: [NH2:1][CH2:2][CH:3]1[CH2:8][CH2:7][O:6][CH2:5][CH2:4]1.[C:9]([O:13][C:14]([N:16]1[CH2:21][CH2:20][N:19]([C:22]([C:24]2[N:32]3[C:27]([CH:28]=[CH:29][CH:30]=[CH:31]3)=[C:26]([C:33]3[CH:38]=[CH:37][CH:36]=[CH:35][CH:34]=3)[C:25]=2[CH2:39][C:40]2[CH:45]=[CH:44][CH:43]=[C:42]([F:46])[C:41]=2[CH3:47])=[O:23])[CH2:18][C@@H:17]1[CH2:48][C:49](O)=[O:50])=[O:15])([CH3:12])([CH3:11])[CH3:10].CN(C(ON1N=NC2C=CC=CC1=2)=[N+](C)C)C.[B-](F)(F)(F)F. Product: [C:9]([O:13][C:14]([N:16]1[CH2:21][CH2:20][N:19]([C:22]([C:24]2[N:32]3[C:27]([CH:28]=[CH:29][CH:30]=[CH:31]3)=[C:26]([C:33]3[CH:34]=[CH:35][CH:36]=[CH:37][CH:38]=3)[C:25]=2[CH2:39][C:40]2[CH:45]=[CH:44][CH:43]=[C:42]([F:46])[C:41]=2[CH3:47])=[O:23])[CH2:18][C@@H:17]1[CH2:48][C:49](=[O:50])[NH:1][CH2:2][CH:3]1[CH2:8][CH2:7][O:6][CH2:5][CH2:4]1)=[O:15])([CH3:11])([CH3:12])[CH3:10]. The catalyst class is: 6.